From a dataset of Buchwald-Hartwig C-N cross coupling reaction yields with 55,370 reactions. Predict the reaction yield, written as a fraction of the theoretical maximum amount of product (1.0 means a 100% yield; for example, 0.34 means a 34% yield). (1) The reactants are Brc1cccnc1.Cc1ccc(N)cc1.O=S(=O)(O[Pd]1c2ccccc2-c2ccccc2N~1)C(F)(F)F.COc1ccc(OC)c(P([C@]23C[C@H]4C[C@H](C[C@H](C4)C2)C3)[C@]23C[C@H]4C[C@H](C[C@H](C4)C2)C3)c1-c1c(C(C)C)cc(C(C)C)cc1C(C)C.CN1CCCN2CCCN=C12.Cc1ccno1. No catalyst specified. The product is Cc1ccc(Nc2cccnc2)cc1. The yield is 0.797. (2) The reactants are Brc1ccccn1.Cc1ccc(N)cc1.O=S(=O)(O[Pd]1c2ccccc2-c2ccccc2N~1)C(F)(F)F.CC(C)c1cc(C(C)C)c(-c2ccccc2P(C2CCCCC2)C2CCCCC2)c(C(C)C)c1.CCN=P(N=P(N(C)C)(N(C)C)N(C)C)(N(C)C)N(C)C.Cc1ccon1. No catalyst specified. The product is Cc1ccc(Nc2ccccn2)cc1. The yield is 0.176.